From a dataset of Full USPTO retrosynthesis dataset with 1.9M reactions from patents (1976-2016). Predict the reactants needed to synthesize the given product. Given the product [NH2:1][C:2]1[N:10]=[CH:9][CH:8]=[CH:7][C:3]=1[C:4]([NH:20][CH2:19][CH2:18][CH:17]([C:11]1[CH:16]=[CH:15][CH:14]=[CH:13][CH:12]=1)[C:21]1[CH:26]=[CH:25][CH:24]=[CH:23][CH:22]=1)=[O:6], predict the reactants needed to synthesize it. The reactants are: [NH2:1][C:2]1[N:10]=[CH:9][CH:8]=[CH:7][C:3]=1[C:4]([OH:6])=O.[C:11]1([CH:17]([C:21]2[CH:26]=[CH:25][CH:24]=[CH:23][CH:22]=2)[CH2:18][CH2:19][NH2:20])[CH:16]=[CH:15][CH:14]=[CH:13][CH:12]=1.ON1C2C=CC=CC=2N=N1.C(N(C(C)C)CC)(C)C.